From a dataset of NCI-60 drug combinations with 297,098 pairs across 59 cell lines. Regression. Given two drug SMILES strings and cell line genomic features, predict the synergy score measuring deviation from expected non-interaction effect. (1) Drug 1: CN1C(=O)N2C=NC(=C2N=N1)C(=O)N. Drug 2: CC(C)NC(=O)C1=CC=C(C=C1)CNNC.Cl. Cell line: MDA-MB-435. Synergy scores: CSS=-0.845, Synergy_ZIP=0.558, Synergy_Bliss=-1.47, Synergy_Loewe=-2.49, Synergy_HSA=-4.41. (2) Drug 1: CC12CCC3C(C1CCC2O)C(CC4=C3C=CC(=C4)O)CCCCCCCCCS(=O)CCCC(C(F)(F)F)(F)F. Drug 2: CCN(CC)CCCC(C)NC1=C2C=C(C=CC2=NC3=C1C=CC(=C3)Cl)OC. Cell line: DU-145. Synergy scores: CSS=21.8, Synergy_ZIP=-7.95, Synergy_Bliss=-1.04, Synergy_Loewe=-12.6, Synergy_HSA=-1.66. (3) Drug 2: B(C(CC(C)C)NC(=O)C(CC1=CC=CC=C1)NC(=O)C2=NC=CN=C2)(O)O. Drug 1: CC12CCC3C(C1CCC2O)C(CC4=C3C=CC(=C4)O)CCCCCCCCCS(=O)CCCC(C(F)(F)F)(F)F. Synergy scores: CSS=43.9, Synergy_ZIP=3.63, Synergy_Bliss=4.76, Synergy_Loewe=-14.9, Synergy_HSA=-5.13. Cell line: HCC-2998. (4) Synergy scores: CSS=20.7, Synergy_ZIP=-3.01, Synergy_Bliss=-2.84, Synergy_Loewe=13.4, Synergy_HSA=0.805. Cell line: HL-60(TB). Drug 2: C(CCl)NC(=O)N(CCCl)N=O. Drug 1: CCN(CC)CCNC(=O)C1=C(NC(=C1C)C=C2C3=C(C=CC(=C3)F)NC2=O)C. (5) Drug 1: CC(CN1CC(=O)NC(=O)C1)N2CC(=O)NC(=O)C2. Drug 2: CN(CCCl)CCCl.Cl. Cell line: HCT-15. Synergy scores: CSS=40.8, Synergy_ZIP=-6.12, Synergy_Bliss=3.42, Synergy_Loewe=2.29, Synergy_HSA=2.65. (6) Drug 1: CC12CCC(CC1=CCC3C2CCC4(C3CC=C4C5=CN=CC=C5)C)O. Drug 2: C1=NC2=C(N=C(N=C2N1C3C(C(C(O3)CO)O)O)F)N. Cell line: 786-0. Synergy scores: CSS=15.5, Synergy_ZIP=-2.55, Synergy_Bliss=8.18, Synergy_Loewe=2.06, Synergy_HSA=6.59.